This data is from Reaction yield outcomes from USPTO patents with 853,638 reactions. The task is: Predict the reaction yield, written as a fraction of the theoretical maximum amount of product (1.0 means a 100% yield; for example, 0.34 means a 34% yield). (1) The reactants are CN.O=C1C2C(=CC=CC=2)C(=O)[N:5]1[CH2:14][C:15]1[CH:23]=[CH:22][CH:21]=[CH:20][C:16]=1[C:17]([OH:19])=[O:18]. The catalyst is CCO. The product is [NH2:5][CH2:14][C:15]1[CH:23]=[CH:22][CH:21]=[CH:20][C:16]=1[C:17]([OH:19])=[O:18]. The yield is 0.810. (2) The reactants are O=[C:2]([C:10]1[CH:11]=[N:12][CH:13]=[CH:14][CH:15]=1)[CH2:3][N:4]1[CH2:8][CH2:7][CH2:6][C:5]1=[O:9].Cl.[CH3:17][O:18][NH2:19]. No catalyst specified. The product is [CH3:17][O:18][N:19]=[C:2]([C:10]1[CH:11]=[N:12][CH:13]=[CH:14][CH:15]=1)[CH2:3][N:4]1[CH2:8][CH2:7][CH2:6][C:5]1=[O:9]. The yield is 0.700. (3) The reactants are Br[C:2]1[CH:11]=[CH:10][CH:9]=[C:8]2[C:3]=1[CH:4]=[CH:5][N:6]=[CH:7]2.[CH3:12][N:13]1[CH2:18][CH2:17][NH:16][C:15](=[O:19])[CH2:14]1.N1C2C(=CC=C3C=2N=CC=C3)C=CC=1.C(=O)([O-])[O-].[K+].[K+]. The catalyst is [Cu]I.CS(C)=O. The product is [CH:7]1[C:8]2[C:3](=[C:2]([N:16]3[CH2:17][CH2:18][N:13]([CH3:12])[CH2:14][C:15]3=[O:19])[CH:11]=[CH:10][CH:9]=2)[CH:4]=[CH:5][N:6]=1. The yield is 0.780. (4) The reactants are [CH3:1][C:2]1[CH:11]=[CH:10][C:9]2[C:4](=[CH:5][CH:6]=[CH:7][C:8]=2[N:12]2[CH2:17][CH2:16][N:15]([CH2:18][CH2:19][C:20]3[CH:21]=[C:22]([CH:24]=[CH:25][CH:26]=3)[NH2:23])[CH2:14][CH2:13]2)[N:3]=1.[CH3:27][C:28]1[S:29][C:30]([C:34](O)=[O:35])=[C:31]([CH3:33])[N:32]=1. No catalyst specified. The product is [CH3:27][C:28]1[S:29][C:30]([C:34]([NH:23][C:22]2[CH:24]=[CH:25][CH:26]=[C:20]([CH2:19][CH2:18][N:15]3[CH2:14][CH2:13][N:12]([C:8]4[CH:7]=[CH:6][CH:5]=[C:4]5[C:9]=4[CH:10]=[CH:11][C:2]([CH3:1])=[N:3]5)[CH2:17][CH2:16]3)[CH:21]=2)=[O:35])=[C:31]([CH3:33])[N:32]=1. The yield is 0.680.